Dataset: Forward reaction prediction with 1.9M reactions from USPTO patents (1976-2016). Task: Predict the product of the given reaction. Given the reactants [CH3:1][CH:2]([CH2:6][CH3:7])[CH2:3][CH2:4][OH:5].[CH3:8][C:9]1[CH:14]=[CH:13][C:12]([S:15](Cl)(=[O:17])=[O:16])=[CH:11][CH:10]=1.CCN(CC)CC, predict the reaction product. The product is: [CH3:1][CH:2]([CH2:6][CH3:7])[CH2:3][CH2:4][O:5][S:15]([C:12]1[CH:13]=[CH:14][C:9]([CH3:8])=[CH:10][CH:11]=1)(=[O:17])=[O:16].